From a dataset of Catalyst prediction with 721,799 reactions and 888 catalyst types from USPTO. Predict which catalyst facilitates the given reaction. Reactant: C(O)(=O)C.[N:5]1[CH:10]=[CH:9][CH:8]=[CH:7][C:6]=1[CH2:11][CH2:12][CH:13]=O.[C:15]([O:19][C:20]([N:22]1[CH2:27][CH2:26][NH:25][CH2:24][CH2:23]1)=[O:21])([CH3:18])([CH3:17])[CH3:16].C([BH3-])#N.[Na+]. Product: [C:15]([O:19][C:20]([N:22]1[CH2:27][CH2:26][N:25]([CH2:13][CH2:12][CH2:11][C:6]2[CH:7]=[CH:8][CH:9]=[CH:10][N:5]=2)[CH2:24][CH2:23]1)=[O:21])([CH3:18])([CH3:16])[CH3:17]. The catalyst class is: 5.